Predict the reactants needed to synthesize the given product. From a dataset of Full USPTO retrosynthesis dataset with 1.9M reactions from patents (1976-2016). (1) Given the product [Br:1][C:2]1[CH:3]=[C:4]2[C:8](=[CH:9][CH:10]=1)[NH:7][CH:6]=[C:5]2[CH2:11][C:12]([O:14][CH3:15])=[O:13], predict the reactants needed to synthesize it. The reactants are: [Br:1][C:2]1[CH:3]=[C:4]2[C:8](=[CH:9][CH:10]=1)[NH:7][CH:6]=[C:5]2[CH2:11][C:12]([OH:14])=[O:13].[CH3:15][Si](C=[N+]=[N-])(C)C. (2) Given the product [CH:24]1([N:15]([CH2:14][CH2:13][CH2:12][CH2:11][CH2:10][CH2:9][OH:8])[C:16](=[O:23])[C:17]2[CH:22]=[CH:21][CH:20]=[CH:19][CH:18]=2)[CH2:25][CH2:26][CH2:27][CH2:28][CH2:29]1, predict the reactants needed to synthesize it. The reactants are: [Si]([O:8][CH2:9][CH2:10][CH2:11][CH2:12][CH2:13][CH2:14][N:15]([CH:24]1[CH2:29][CH2:28][CH2:27][CH2:26][CH2:25]1)[C:16](=[O:23])[C:17]1[CH:22]=[CH:21][CH:20]=[CH:19][CH:18]=1)(C(C)(C)C)(C)C.CCCC[N+](CCCC)(CCCC)CCCC.[F-]. (3) Given the product [NH2:11][C:6]1[C:7]([C:8]#[N:9])=[C:2]([Cl:1])[N:3]=[CH:4][N:5]=1, predict the reactants needed to synthesize it. The reactants are: [Cl:1][C:2]1[C:7]([C:8]#[N:9])=[C:6](Cl)[N:5]=[CH:4][N:3]=1.[NH3:11]. (4) Given the product [N:11]1[C:12]2[NH:13][C:4]3[C:5]([C:7]=2[CH:8]=[CH:9][CH:10]=1)=[CH:6][C:1]([C:24]([O:22][CH3:18])=[O:25])=[CH:2][CH:3]=3, predict the reactants needed to synthesize it. The reactants are: [CH:1]1[CH:2]=[CH:3][C:4]2[NH:13][C:12]3[N:11]=[CH:10][CH:9]=[CH:8][C:7]=3[C:5]=2[CH:6]=1.[Cl-].[Al+3].[Cl-].[Cl-].[C:18](Cl)(=[O:22])C(Cl)=O.[CH3:24][OH:25]. (5) Given the product [CH3:1][S:2]([O:6][CH2:7][C:8]1[CH:9]=[C:10]([CH:13]=[CH:14][C:15]=1[O:16][CH2:17][C:18]1[CH:23]=[CH:22][CH:21]=[CH:20][CH:19]=1)[CH:11]=[O:12])(=[O:4])=[O:3], predict the reactants needed to synthesize it. The reactants are: [CH3:1][S:2](Cl)(=[O:4])=[O:3].[OH:6][CH2:7][C:8]1[CH:9]=[C:10]([CH:13]=[CH:14][C:15]=1[O:16][CH2:17][C:18]1[CH:23]=[CH:22][CH:21]=[CH:20][CH:19]=1)[CH:11]=[O:12].C(N(C(C)C)CC)(C)C.C(OCC)C. (6) Given the product [ClH:27].[ClH:27].[NH2:15][CH2:14][C:13]([C:10]1[CH:9]=[CH:8][C:7]([N:4]2[CH2:3][CH2:2][O:1][CH2:6][CH2:5]2)=[CH:12][CH:11]=1)=[O:26], predict the reactants needed to synthesize it. The reactants are: [O:1]1[CH2:6][CH2:5][N:4]([C:7]2[CH:12]=[CH:11][C:10]([C:13](=[O:26])[CH2:14][N:15]3C(=O)C4C(=CC=CC=4)C3=O)=[CH:9][CH:8]=2)[CH2:3][CH2:2]1.[ClH:27]. (7) Given the product [Br:1][C:2]1[CH:10]=[CH:9][C:5]([CH2:6][OH:7])=[C:4]([CH3:11])[CH:3]=1, predict the reactants needed to synthesize it. The reactants are: [Br:1][C:2]1[CH:10]=[CH:9][C:5]([C:6](O)=[O:7])=[C:4]([CH3:11])[CH:3]=1.O.